From a dataset of Forward reaction prediction with 1.9M reactions from USPTO patents (1976-2016). Predict the product of the given reaction. (1) Given the reactants [OH:1][C:2]1[CH:3]=[C:4]([CH:13]=[CH:14][CH:15]=1)[CH2:5][NH:6][C:7](=[O:12])[C:8]([CH3:11])([CH3:10])[CH3:9].[Cl:16][C:17]1[CH:18]=[C:19]([N+:24]([O-])=O)[CH:20]=[CH:21][C:22]=1F.C(=O)([O-])[O-].[K+].[K+].[Cl-].[Ca+2].[Cl-], predict the reaction product. The product is: [NH2:24][C:19]1[CH:20]=[CH:21][C:22]([O:1][C:2]2[CH:3]=[C:4]([CH:13]=[CH:14][CH:15]=2)[CH2:5][NH:6][C:7](=[O:12])[C:8]([CH3:11])([CH3:10])[CH3:9])=[C:17]([Cl:16])[CH:18]=1. (2) Given the reactants [Br:1][C:2]1[C:22]([O:23][CH3:24])=[C:21]([O:25][CH3:26])[C:20]([O:27][CH3:28])=[CH:19][C:3]=1[CH2:4][N:5]1[CH:13]=[N:12][C:11]2[C:6]1=[N:7][C:8]([NH:15][C:16](=[O:18])[CH3:17])=[N:9][C:10]=2[Cl:14].[H-].[Na+].[CH3:31]I, predict the reaction product. The product is: [Br:1][C:2]1[C:22]([O:23][CH3:24])=[C:21]([O:25][CH3:26])[C:20]([O:27][CH3:28])=[CH:19][C:3]=1[CH2:4][N:5]1[CH:13]=[N:12][C:11]2[C:6]1=[N:7][C:8]([N:15]([CH3:31])[C:16](=[O:18])[CH3:17])=[N:9][C:10]=2[Cl:14]. (3) Given the reactants Cl.O.[NH:3]1[CH2:8][CH2:7][C:6](=[O:9])[CH2:5][CH2:4]1.Cl[C:11]([O:13][CH2:14][C:15]1[CH:20]=[CH:19][CH:18]=[CH:17][CH:16]=1)=[O:12].C([O-])(O)=O.[Na+], predict the reaction product. The product is: [O:9]=[C:6]1[CH2:7][CH2:8][N:3]([C:11]([O:13][CH2:14][C:15]2[CH:20]=[CH:19][CH:18]=[CH:17][CH:16]=2)=[O:12])[CH2:4][CH2:5]1. (4) Given the reactants Cl.[Br:2][C:3]1[CH:4]=[C:5]2[C:9](=[CH:10][CH:11]=1)[CH2:8][NH:7][CH2:6]2.[CH:12](=O)[CH:13]([CH3:15])[CH3:14].[BH4-].[Na+], predict the reaction product. The product is: [Br:2][C:3]1[CH:4]=[C:5]2[C:9](=[CH:10][CH:11]=1)[CH2:8][N:7]([CH2:12][CH:13]([CH3:15])[CH3:14])[CH2:6]2. (5) Given the reactants [NH2:1][C:2]1[C:7]([Cl:8])=[CH:6][CH:5]=[CH:4][C:3]=1[SH:9].[OH-].[K+].[Cl:12][C:13]1[CH:18]=[CH:17][CH:16]=[C:15]([N+:19]([O-:21])=[O:20])[C:14]=1Cl, predict the reaction product. The product is: [Cl:8][C:7]1[CH:6]=[CH:5][CH:4]=[C:3]([S:9][C:14]2[C:15]([N+:19]([O-:21])=[O:20])=[CH:16][CH:17]=[CH:18][C:13]=2[Cl:12])[C:2]=1[NH2:1]. (6) Given the reactants [F:1][C:2]1[CH:3]=[C:4]([CH:34]=[CH:35][C:36]=1[OH:37])[C:5]([CH2:7][NH:8][C:9]1[CH:14]=[C:13]([O:15][CH3:16])[CH:12]=[CH:11][C:10]=1[CH:17]1[CH2:26][CH2:25][C:24]2[CH:23]=[C:22]([O:27]C(=O)C(C)(C)C)[CH:21]=[CH:20][C:19]=2[CH2:18]1)=O.Cl[CH2:39][C:40]([N:42]1[CH2:51][CH2:50][C:45]2([O:49][CH2:48][CH2:47][O:46]2)[CH2:44][CH2:43]1)=O, predict the reaction product. The product is: [O:49]1[C:45]2([CH2:50][CH2:51][N:42]([CH2:40][CH2:39][O:37][C:36]3[CH:35]=[CH:34][C:4]([CH2:5][CH2:7][NH:8][C:9]4[CH:14]=[C:13]([O:15][CH3:16])[CH:12]=[CH:11][C:10]=4[CH:17]4[CH2:26][CH2:25][C:24]5[CH:23]=[C:22]([OH:27])[CH:21]=[CH:20][C:19]=5[CH2:18]4)=[CH:3][C:2]=3[F:1])[CH2:43][CH2:44]2)[O:46][CH2:47][CH2:48]1. (7) Given the reactants Br[C:2]1[CH:3]=[CH:4][C:5]2[N:9]=[CH:8][N:7]([C:10]3[CH:15]=[CH:14][C:13]([CH3:16])=[CH:12][CH:11]=3)[C:6]=2[CH:17]=1.[F:18][C:19]1[CH:24]=[CH:23][C:22]([N:25]2[C:29](B(O)O)=[CH:28][CH:27]=[N:26]2)=[CH:21][CH:20]=1, predict the reaction product. The product is: [F:18][C:19]1[CH:20]=[CH:21][C:22]([N:25]2[C:29]([C:2]3[CH:3]=[CH:4][C:5]4[N:9]=[CH:8][N:7]([C:10]5[CH:15]=[CH:14][C:13]([CH3:16])=[CH:12][CH:11]=5)[C:6]=4[CH:17]=3)=[CH:28][CH:27]=[N:26]2)=[CH:23][CH:24]=1.